From a dataset of Reaction yield outcomes from USPTO patents with 853,638 reactions. Predict the reaction yield, written as a fraction of the theoretical maximum amount of product (1.0 means a 100% yield; for example, 0.34 means a 34% yield). (1) The reactants are [Cl:1][C:2]1[CH:27]=[CH:26][C:5]2[N:6]3[C:10]([CH2:11][NH:12][CH2:13][C:4]=2[CH:3]=1)=[N:9][N:8]=[C:7]3[C@H:14]1[CH2:19][CH2:18][C@H:17]([C:20]2[CH:24]=[C:23]([CH3:25])[O:22][N:21]=2)[CH2:16][CH2:15]1.[CH2:28]([N:30]([CH2:33]C)CC)C.[S:35](Cl)(=[O:38])(=[O:37])N. The catalyst is ClCCl. The product is [CH3:28][N:30]([CH3:33])[S:35]([N:12]1[CH2:11][C:10]2[N:6]([C:7]([C@H:14]3[CH2:15][CH2:16][C@H:17]([C:20]4[CH:24]=[C:23]([CH3:25])[O:22][N:21]=4)[CH2:18][CH2:19]3)=[N:8][N:9]=2)[C:5]2[CH:26]=[CH:27][C:2]([Cl:1])=[CH:3][C:4]=2[CH2:13]1)(=[O:38])=[O:37]. The yield is 0.660. (2) The reactants are [F:1][C:2]1[C:10]([F:11])=[C:9]2[C:5]([C:6]([CH:20]=O)=[C:7]([C:12]3[C:13]([CH3:19])=[N:14][N:15]([CH3:18])[C:16]=3[CH3:17])[NH:8]2)=[CH:4][C:3]=1[O:22][CH3:23].[CH3:24][NH:25][C:26]([NH:28][C:29]1[CH:30]=[CH:31][C:32]2[O:36][CH2:35][C:34](=[O:37])[C:33]=2[CH:38]=1)=[O:27].CCOC(C)=O. The catalyst is Cl.CCO. The product is [F:1][C:2]1[C:10]([F:11])=[C:9]2[C:5]([C:6](/[CH:20]=[C:35]3\[O:36][C:32]4[CH:31]=[CH:30][C:29]([NH:28][C:26]([NH:25][CH3:24])=[O:27])=[CH:38][C:33]=4[C:34]\3=[O:37])=[C:7]([C:12]3[C:13]([CH3:19])=[N:14][N:15]([CH3:18])[C:16]=3[CH3:17])[NH:8]2)=[CH:4][C:3]=1[O:22][CH3:23]. The yield is 0.510. (3) The reactants are [C:1]1([CH2:7][C:8]([CH:10]2[CH2:14][CH2:13][O:12][CH2:11]2)=O)[CH:6]=[CH:5][CH:4]=[CH:3][CH:2]=1.[CH2:15]([O:17][C:18]1[CH:19]=[C:20]([CH:23]=[C:24]([N+:27]([O-:29])=[O:28])[C:25]=1[OH:26])[CH:21]=O)[CH3:16].[NH2:30][C:31]([NH2:33])=[O:32].Cl. The catalyst is C(O)C. The product is [CH2:15]([O:17][C:18]1[CH:19]=[C:20]([CH:21]2[C:7]([C:1]3[CH:6]=[CH:5][CH:4]=[CH:3][CH:2]=3)=[C:8]([CH:10]3[CH2:14][CH2:13][O:12][CH2:11]3)[NH:33][C:31](=[O:32])[NH:30]2)[CH:23]=[C:24]([N+:27]([O-:29])=[O:28])[C:25]=1[OH:26])[CH3:16]. The yield is 0.200. (4) The reactants are Cl[C:2]1[N:7]=[C:6]([O:8][CH2:9][CH2:10][CH2:11][O:12][CH3:13])[CH:5]=[CH:4][N:3]=1.[CH3:14][C:15]1[CH:16]=[C:17]([CH:19]=[C:20]([B:22]2[O:26][C:25]([CH3:28])([CH3:27])[C:24]([CH3:30])([CH3:29])[O:23]2)[CH:21]=1)[NH2:18].CS(O)(=O)=O. The catalyst is O1CCOCC1. The product is [CH3:13][O:12][CH2:11][CH2:10][CH2:9][O:8][C:6]1[CH:5]=[CH:4][N:3]=[C:2]([NH:18][C:17]2[CH:19]=[C:20]([B:22]3[O:26][C:25]([CH3:27])([CH3:28])[C:24]([CH3:30])([CH3:29])[O:23]3)[CH:21]=[C:15]([CH3:14])[CH:16]=2)[N:7]=1. The yield is 0.780.